Dataset: Peptide-MHC class II binding affinity with 134,281 pairs from IEDB. Task: Regression. Given a peptide amino acid sequence and an MHC pseudo amino acid sequence, predict their binding affinity value. This is MHC class II binding data. (1) The binding affinity (normalized) is 0.249. The peptide sequence is DREVVANVIGLSGDS. The MHC is DRB1_0901 with pseudo-sequence DRB1_0901. (2) The peptide sequence is YDKHLANVSTVLTGK. The MHC is DRB1_0701 with pseudo-sequence DRB1_0701. The binding affinity (normalized) is 0.536. (3) The peptide sequence is EEFISKVRSNAAIGA. The MHC is DRB1_0802 with pseudo-sequence DRB1_0802. The binding affinity (normalized) is 0.743. (4) The peptide sequence is YDKFNANVSTVLTGK. The MHC is DRB1_0101 with pseudo-sequence DRB1_0101. The binding affinity (normalized) is 0.943. (5) The peptide sequence is TITVYAVTYYKEADY. The MHC is DRB5_0101 with pseudo-sequence DRB5_0101. The binding affinity (normalized) is 0.636. (6) The peptide sequence is AKLMRDIPFRVGAVV. The MHC is DRB1_0802 with pseudo-sequence DRB1_0802. The binding affinity (normalized) is 0.136. (7) The peptide sequence is ELSAQYAEAASEVEE. The MHC is HLA-DQA10501-DQB10301 with pseudo-sequence HLA-DQA10501-DQB10301. The binding affinity (normalized) is 0.415. (8) The peptide sequence is ADCGAGFFDPLTRGV. The MHC is DRB1_1101 with pseudo-sequence DRB1_1101. The binding affinity (normalized) is 0.489. (9) The peptide sequence is MLEKTKEDLFGKKNL. The MHC is HLA-DQA10501-DQB10402 with pseudo-sequence HLA-DQA10501-DQB10402. The binding affinity (normalized) is 0. (10) The peptide sequence is ERGPPGPQGARGFPGT. The MHC is HLA-DQA10301-DQB10302 with pseudo-sequence HLA-DQA10301-DQB10302. The binding affinity (normalized) is 0.